Dataset: Catalyst prediction with 721,799 reactions and 888 catalyst types from USPTO. Task: Predict which catalyst facilitates the given reaction. (1) Reactant: Cl.[NH2:2][OH:3].[CH2:4]([C:8]1[CH:13]=[C:12]([C:14](=O)[CH3:15])[CH:11]=[C:10]([CH3:17])[N:9]=1)[CH:5]([CH3:7])[CH3:6].CO. Product: [CH2:4]([C:8]1[CH:13]=[C:12]([C:14](=[N:2][OH:3])[CH3:15])[CH:11]=[C:10]([CH3:17])[N:9]=1)[CH:5]([CH3:7])[CH3:6]. The catalyst class is: 801. (2) Reactant: [N:1]1[CH:6]=[CH:5][CH:4]=[N:3][C:2]=1[C:7]#[C:8][C:9]1[CH:14]=[CH:13][C:12]([NH:15][C:16]([C:18]2[C:19]([C:24]3[CH:29]=[CH:28][C:27]([C:30]([F:33])([F:32])[F:31])=[CH:26][CH:25]=3)=[CH:20][CH:21]=[CH:22][CH:23]=2)=[O:17])=[CH:11][CH:10]=1.[H][H]. Product: [N:1]1[CH:6]=[CH:5][CH:4]=[N:3][C:2]=1[CH2:7][CH2:8][C:9]1[CH:10]=[CH:11][C:12]([NH:15][C:16]([C:18]2[C:19]([C:24]3[CH:25]=[CH:26][C:27]([C:30]([F:31])([F:32])[F:33])=[CH:28][CH:29]=3)=[CH:20][CH:21]=[CH:22][CH:23]=2)=[O:17])=[CH:13][CH:14]=1. The catalyst class is: 19. (3) Reactant: [CH:1](=[O:5])[CH:2]([CH3:4])[CH3:3].[OH:6][CH2:7][CH:8]([CH2:10][OH:11])[OH:9]. Product: [CH:1](=[O:5])[CH:2]([CH3:4])[CH3:3].[OH:6][CH2:7][CH:8]([CH2:10][OH:11])[OH:9]. The catalyst class is: 45.